Task: Predict the reaction yield, written as a fraction of the theoretical maximum amount of product (1.0 means a 100% yield; for example, 0.34 means a 34% yield).. Dataset: Reaction yield outcomes from USPTO patents with 853,638 reactions The product is [Cl:12][C:13]1[N:18]=[C:17]([C:4]2[CH:5]=[CH:6][C:7]([CH3:8])=[C:2]([Cl:1])[CH:3]=2)[N:16]=[C:15]([O:20][CH3:21])[N:14]=1. The reactants are [Cl:1][C:2]1[CH:3]=[C:4](B(O)O)[CH:5]=[CH:6][C:7]=1[CH3:8].[Cl:12][C:13]1[N:18]=[C:17](Cl)[N:16]=[C:15]([O:20][CH3:21])[N:14]=1.C(=O)([O-])[O-].[Na+].[Na+].O. The catalyst is C1(C)C=CC=CC=1.C1C=CC([P]([Pd]([P](C2C=CC=CC=2)(C2C=CC=CC=2)C2C=CC=CC=2)([P](C2C=CC=CC=2)(C2C=CC=CC=2)C2C=CC=CC=2)[P](C2C=CC=CC=2)(C2C=CC=CC=2)C2C=CC=CC=2)(C2C=CC=CC=2)C2C=CC=CC=2)=CC=1.C(OCC)(=O)C. The yield is 0.810.